Dataset: Forward reaction prediction with 1.9M reactions from USPTO patents (1976-2016). Task: Predict the product of the given reaction. The product is: [Cl:21][C:6]1[C:5]([C:13]2[CH:18]=[CH:17][CH:16]=[CH:15][CH:14]=2)=[N:4][C:3]2[C:8](=[CH:9][CH:10]=[CH:11][C:2]=2[CH3:1])[N:7]=1. Given the reactants [CH3:1][C:2]1[CH:11]=[CH:10][CH:9]=[C:8]2[C:3]=1[N:4]=[C:5]([C:13]1[CH:18]=[CH:17][CH:16]=[CH:15][CH:14]=1)[C:6](=O)[NH:7]2.P(Cl)(Cl)([Cl:21])=O, predict the reaction product.